Predict the product of the given reaction. From a dataset of Forward reaction prediction with 1.9M reactions from USPTO patents (1976-2016). (1) Given the reactants [OH:1]/[C:2](=[CH:8]\[C:9](=[O:16])[C:10]1[CH:11]=[N:12][CH:13]=[CH:14][CH:15]=1)/[C:3]([O:5]CC)=O.[CH3:17][C:18]1[NH:19][C:20]2[C:25]([C:26]=1[CH2:27][CH2:28][NH2:29])=[CH:24][CH:23]=[CH:22][CH:21]=2.[CH:30]([C:32]1[CH:41]=[CH:40][C:35]([C:36]([O:38][CH3:39])=[O:37])=[CH:34][CH:33]=1)=O, predict the reaction product. The product is: [OH:1][C:2]1[C:3](=[O:5])[N:29]([CH2:28][CH2:27][C:26]2[C:25]3[C:20](=[CH:21][CH:22]=[CH:23][CH:24]=3)[NH:19][C:18]=2[CH3:17])[CH:30]([C:32]2[CH:41]=[CH:40][C:35]([C:36]([O:38][CH3:39])=[O:37])=[CH:34][CH:33]=2)[C:8]=1[C:9](=[O:16])[C:10]1[CH:15]=[CH:14][CH:13]=[N:12][CH:11]=1. (2) Given the reactants Cl.[Br:2][C:3]1[CH:19]=[N:18][C:6]2[NH:7][C:8]3[CH:13]=[N:12][C:11]([C:14]([NH:16][NH2:17])=[O:15])=[CH:10][C:9]=3[C:5]=2[CH:4]=1.[N:20]([O-])=O.[Na+].C(=O)(O)[O-].[Na+], predict the reaction product. The product is: [Br:2][C:3]1[CH:19]=[N:18][C:6]2[NH:7][C:8]3[CH:13]=[N:12][C:11]([C:14]([N:16]=[N+:17]=[N-:20])=[O:15])=[CH:10][C:9]=3[C:5]=2[CH:4]=1.